Predict the product of the given reaction. From a dataset of Forward reaction prediction with 1.9M reactions from USPTO patents (1976-2016). (1) Given the reactants [S:1]1(=[O:7])(=[O:6])[CH2:5][CH2:4][CH2:3][NH:2]1.[Cl:8][C:9]1[CH:10]=[C:11]2[C:16](=[CH:17][CH:18]=1)[NH:15][C:14](=[O:19])[C:13]([C@@H:20]([NH:22][C:23]1[N:28]=[C:27](Cl)[CH:26]=[CH:25][N:24]=1)[CH3:21])=[CH:12]2.C([O-])([O-])=O.[Cs+].[Cs+].CCN(C(C)C)C(C)C, predict the reaction product. The product is: [Cl:8][C:9]1[CH:10]=[C:11]2[C:16](=[CH:17][CH:18]=1)[NH:15][C:14](=[O:19])[C:13]([C@@H:20]([NH:22][C:23]1[N:24]=[C:25]([N:2]3[CH2:3][CH2:4][CH2:5][S:1]3(=[O:7])=[O:6])[CH:26]=[CH:27][N:28]=1)[CH3:21])=[CH:12]2. (2) Given the reactants [C:1]([C:5]1[O:9][C:8]([CH3:10])=[C:7]([C:11]([OH:13])=[O:12])[C:6]=1[CH2:14][OH:15])([CH3:4])([CH3:3])[CH3:2].CC(OI1(OC(C)=O)(OC(C)=O)OC(=O)C2C=CC=CC1=2)=O, predict the reaction product. The product is: [C:1]([C:5]1[O:9][C:8]([CH3:10])=[C:7]([C:11]([OH:13])=[O:12])[C:6]=1[CH:14]=[O:15])([CH3:4])([CH3:2])[CH3:3]. (3) Given the reactants [CH3:1][O:2][C:3]1[CH:4]=[C:5]([CH:7]=[CH:8][C:9]=1[C:10]1[O:14][CH:13]=[N:12][CH:11]=1)[NH2:6].[O:15]1[CH:19]=[CH:18][CH:17]=[C:16]1[CH:20]=O, predict the reaction product. The product is: [O:15]1[CH:19]=[CH:18][CH:17]=[C:16]1[CH2:20][NH:6][C:5]1[CH:7]=[CH:8][C:9]([C:10]2[O:14][CH:13]=[N:12][CH:11]=2)=[C:3]([O:2][CH3:1])[CH:4]=1. (4) Given the reactants [OH:1][C:2]1[CH:3]=[CH:4][C:5]2[O:9][C@@H:8]3[C@@H:10]([C:11]([O:13]CC)=[O:12])[C@@H:7]3[C:6]=2[CH:16]=1.Cl.N[C@H]1[C@H]2[C@@H]1OC1C=CC(OC3C=CN=C4C=3CCC(=O)N4)=CC=12, predict the reaction product. The product is: [OH:1][C:2]1[CH:3]=[CH:4][C:5]2[O:9][C@@H:8]3[C@@H:10]([C:11]([OH:13])=[O:12])[C@@H:7]3[C:6]=2[CH:16]=1. (5) Given the reactants C(Cl)(=O)C(Cl)=O.[C:7]([C:11]1[CH:16]=[CH:15][C:14]([S:17]([NH:20][CH2:21][C:22]2[CH:30]=[CH:29][C:25]([C:26]([OH:28])=O)=[CH:24][CH:23]=2)(=[O:19])=[O:18])=[CH:13][CH:12]=1)([CH3:10])([CH3:9])[CH3:8].[F:31][C:32]([F:41])([F:40])[C:33]1[CH:38]=[CH:37][N:36]=[CH:35][C:34]=1[NH2:39], predict the reaction product. The product is: [C:7]([C:11]1[CH:12]=[CH:13][C:14]([S:17]([NH:20][CH2:21][C:22]2[CH:23]=[CH:24][C:25]([C:26]([NH:39][C:34]3[CH:35]=[N:36][CH:37]=[CH:38][C:33]=3[C:32]([F:41])([F:31])[F:40])=[O:28])=[CH:29][CH:30]=2)(=[O:19])=[O:18])=[CH:15][CH:16]=1)([CH3:8])([CH3:9])[CH3:10]. (6) Given the reactants Cl.[CH2:2]([CH:6]1[CH2:11][CH2:10][CH2:9][N:8]([CH2:12][C@@H:13]2[CH2:18][CH2:17][CH2:16][CH2:15][C@H:14]2[NH2:19])[CH2:7]1)[CH2:3][CH2:4][CH3:5].[CH3:20][O:21][CH2:22][CH2:23][O:24][C:25]1[CH:33]=[CH:32][C:28]([C:29](O)=[O:30])=[CH:27][CH:26]=1.CN(C(ON1N=NC2C=CC=NC1=2)=[N+](C)C)C.F[P-](F)(F)(F)(F)F.C(N(C(C)C)CC)(C)C, predict the reaction product. The product is: [CH2:2]([CH:6]1[CH2:11][CH2:10][CH2:9][N:8]([CH2:12][C@@H:13]2[CH2:18][CH2:17][CH2:16][CH2:15][C@H:14]2[NH:19][C:29](=[O:30])[C:28]2[CH:27]=[CH:26][C:25]([O:24][CH2:23][CH2:22][O:21][CH3:20])=[CH:33][CH:32]=2)[CH2:7]1)[CH2:3][CH2:4][CH3:5]. (7) Given the reactants [Cl:1][CH2:2][C:3]([NH:5][C:6]1[C:15]([Cl:16])=[CH:14][CH:13]=[C:12]2[C:7]=1C=CC(C=CC)=N2)=[O:4].C[N+:21]1([O-])[CH2:26][CH2:25][O:24][CH2:23][CH2:22]1.S(S([O-])=O)([O-])(=O)=O.[Na+].[Na+].[CH3:37][C:38](C)=[O:39], predict the reaction product. The product is: [Cl:1][CH2:2][C:3]([NH:5][C:6]1[C:15]([Cl:16])=[CH:14][CH:23]=[C:22]2[C:7]=1[CH:12]=[CH:13][C:26]([CH:25]([OH:24])[CH:38]([OH:39])[CH3:37])=[N:21]2)=[O:4].